From a dataset of Catalyst prediction with 721,799 reactions and 888 catalyst types from USPTO. Predict which catalyst facilitates the given reaction. (1) Reactant: [C:1]([O:18][CH2:19][C@H:20]([CH2:22][O:23][P:24]([O:27][CH2:28][CH2:29][N+:30]([CH3:33])([CH3:32])[CH3:31])([OH:26])=[O:25])[OH:21])(=[O:17])[CH2:2][CH2:3][CH2:4][CH2:5][CH2:6][CH2:7][CH2:8][CH2:9][CH2:10][CH2:11][CH2:12][CH2:13][CH2:14][CH2:15][CH3:16].[C:34]1(=[O:41])[O:40][C:38](=[O:39])[CH2:37][CH2:36][CH2:35]1.C(Cl)(Cl)Cl.CO. Product: [CH3:16][CH2:15][CH2:14][CH2:13][CH2:12][CH2:11][CH2:10][CH2:9][CH2:8][CH2:7][CH2:6][CH2:5][CH2:4][CH2:3][CH2:2][C:1]([O:18][CH2:19][C@@H:20]([O:21][C:34]([CH2:35][CH2:36][CH2:37][C:38]([OH:40])=[O:39])=[O:41])[CH2:22][O:23][P:24]([O:27][CH2:28][CH2:29][N+:30]([CH3:32])([CH3:31])[CH3:33])([O-:26])=[O:25])=[O:17]. The catalyst class is: 166. (2) Reactant: [CH2:1]1[O:6][C:4](=[O:5])[O:3][CH:2]1[CH2:7][OH:8].[F:9][CH:10]([F:19])[C:11](O[C:11](=[O:12])[CH:10]([F:19])[F:9])=[O:12]. Product: [F:9][CH:10]([F:19])[C:11]([O:8][CH2:7][CH:2]1[CH2:1][O:6][C:4](=[O:5])[O:3]1)=[O:12]. The catalyst class is: 4. (3) Reactant: [NH2:1][CH2:2][CH2:3][NH:4][C:5](=[O:28])[CH2:6][C:7]1[C:15]2[C:10](=[CH:11][CH:12]=[C:13]([O:16][CH3:17])[CH:14]=2)[N:9]([C:18](=[O:26])[C:19]2[CH:24]=[CH:23][C:22]([Cl:25])=[CH:21][CH:20]=2)[C:8]=1[CH3:27].CCN=C=NCCCN(C)C.CCN(C(C)C)C(C)C.[N+:49]([C:52]1[CH:60]=[CH:59][C:55]([C:56](O)=[O:57])=[CH:54][CH:53]=1)([O-:51])=[O:50].C1C=CC2N(O)N=NC=2C=1. Product: [Cl:25][C:22]1[CH:21]=[CH:20][C:19]([C:18]([N:9]2[C:10]3[C:15](=[CH:14][C:13]([O:16][CH3:17])=[CH:12][CH:11]=3)[C:7]([CH2:6][C:5]([NH:4][CH2:3][CH2:2][NH:1][C:56](=[O:57])[C:55]3[CH:54]=[CH:53][C:52]([N+:49]([O-:51])=[O:50])=[CH:60][CH:59]=3)=[O:28])=[C:8]2[CH3:27])=[O:26])=[CH:24][CH:23]=1. The catalyst class is: 3. (4) Reactant: [BH4-].[Na+].[CH2:3]([O:5][C:6]([C:8]1[S:9][C:10](S(C)(=O)=O)=[C:11]([C:27]#[N:28])[C:12]=1[C:13]1[CH:18]=[CH:17][C:16]([C:19]2[CH:24]=[CH:23][CH:22]=[CH:21][C:20]=2[C:25]#[N:26])=[CH:15][CH:14]=1)=[O:7])[CH3:4]. Product: [CH2:3]([O:5][C:6]([C:8]1[S:9][CH:10]=[C:11]([C:27]#[N:28])[C:12]=1[C:13]1[CH:14]=[CH:15][C:16]([C:19]2[CH:24]=[CH:23][CH:22]=[CH:21][C:20]=2[C:25]#[N:26])=[CH:17][CH:18]=1)=[O:7])[CH3:4]. The catalyst class is: 14. (5) Reactant: [O:1]=[S:2]1(=[O:35])[C:8]2[CH:9]=[C:10]([O:14][CH2:15][C:16]([O:18]CC)=[O:17])[C:11]([Br:13])=[CH:12][C:7]=2[N:6]([C:21]2[CH:26]=[CH:25][CH:24]=[CH:23][CH:22]=2)[CH2:5][C:4]([CH2:31][CH2:32][CH2:33][CH3:34])([CH2:27][CH2:28][CH2:29][CH3:30])[CH2:3]1.[OH-].[Na+].CC(O)=O. Product: [O:35]=[S:2]1(=[O:1])[C:8]2[CH:9]=[C:10]([O:14][CH2:15][C:16]([OH:18])=[O:17])[C:11]([Br:13])=[CH:12][C:7]=2[N:6]([C:21]2[CH:26]=[CH:25][CH:24]=[CH:23][CH:22]=2)[CH2:5][C:4]([CH2:31][CH2:32][CH2:33][CH3:34])([CH2:27][CH2:28][CH2:29][CH3:30])[CH2:3]1. The catalyst class is: 8. (6) The catalyst class is: 1. Reactant: [CH2:1]([N:4]1[C:12]2[C:7](=[CH:8][CH:9]=[C:10]([Br:13])[CH:11]=2)[CH:6]=[CH:5]1)[CH:2]=[CH2:3].[F:14][C:15]([F:26])([F:25])[C:16](O[C:16](=[O:17])[C:15]([F:26])([F:25])[F:14])=[O:17]. Product: [CH2:1]([N:4]1[C:12]2[C:7](=[CH:8][CH:9]=[C:10]([Br:13])[CH:11]=2)[C:6]([C:16](=[O:17])[C:15]([F:26])([F:25])[F:14])=[CH:5]1)[CH:2]=[CH2:3]. (7) Reactant: [C:1]1([S:7][CH:8]=[CH:9][C:10]([OH:12])=O)[CH:6]=[CH:5][CH:4]=[CH:3][CH:2]=1.[CH3:13][C:14]1[N:18]([CH3:19])[C:17]([C:20]2[CH:21]=[C:22]([CH:24]=[CH:25][CH:26]=2)[NH2:23])=[CH:16][N:15]=1. Product: [CH3:13][C:14]1[N:18]([CH3:19])[C:17]([C:20]2[CH:21]=[C:22]([NH:23][C:10](=[O:12])[CH:9]=[CH:8][S:7][C:1]3[CH:2]=[CH:3][CH:4]=[CH:5][CH:6]=3)[CH:24]=[CH:25][CH:26]=2)=[CH:16][N:15]=1. The catalyst class is: 675. (8) Reactant: B(Br)(Br)Br.[C:5]1([C:30]2[CH:35]=[CH:34][CH:33]=[CH:32][CH:31]=2)[CH:10]=[CH:9][C:8]([O:11][CH2:12][CH2:13][CH2:14][O:15][C:16]2[CH:21]=[CH:20][C:19]([CH2:22][CH:23]([O:27]C)[C:24]([OH:26])=[O:25])=[C:18]([Cl:29])[CH:17]=2)=[CH:7][CH:6]=1. Product: [C:5]1([C:30]2[CH:35]=[CH:34][CH:33]=[CH:32][CH:31]=2)[CH:10]=[CH:9][C:8]([O:11][CH2:12][CH2:13][CH2:14][O:15][C:16]2[CH:21]=[CH:20][C:19]([CH2:22][CH:23]([OH:27])[C:24]([OH:26])=[O:25])=[C:18]([Cl:29])[CH:17]=2)=[CH:7][CH:6]=1. The catalyst class is: 2.